Predict the reaction yield, written as a fraction of the theoretical maximum amount of product (1.0 means a 100% yield; for example, 0.34 means a 34% yield). From a dataset of Reaction yield outcomes from USPTO patents with 853,638 reactions. (1) The reactants are [CH2:1]([NH:5][C:6]([N:8]1[CH2:12][C@H:11]([S:13][C:14]([C:27]2[CH:32]=[CH:31][CH:30]=[CH:29][CH:28]=2)([C:21]2[CH:26]=[CH:25][CH:24]=[CH:23][CH:22]=2)[C:15]2[CH:20]=[CH:19][CH:18]=[CH:17][CH:16]=2)[CH2:10][C@H:9]1[CH2:33][N:34]=[N+]=[N-])=[O:7])[CH2:2][CH2:3][CH3:4].[BH4-].[Na+].[NH4+].[Cl-]. The catalyst is C(O)C. The product is [CH2:1]([NH:5][C:6]([N:8]1[CH2:12][C@H:11]([S:13][C:14]([C:21]2[CH:22]=[CH:23][CH:24]=[CH:25][CH:26]=2)([C:15]2[CH:20]=[CH:19][CH:18]=[CH:17][CH:16]=2)[C:27]2[CH:32]=[CH:31][CH:30]=[CH:29][CH:28]=2)[CH2:10][C@H:9]1[CH2:33][NH2:34])=[O:7])[CH2:2][CH2:3][CH3:4]. The yield is 0.820. (2) The reactants are [CH:1]1([NH:6][C:7]([C:9]2[C:13]([CH:14]=O)=[C:12]([C:16]3[CH:21]=[CH:20][C:19]([C:22]([F:25])([F:24])[F:23])=[CH:18][CH:17]=3)[O:11][N:10]=2)=[O:8])[CH2:5][CH2:4][CH2:3][CH2:2]1.[CH:26]1([NH2:30])[CH2:29][CH2:28][CH2:27]1.C(O[BH-](OC(=O)C)OC(=O)C)(=O)C.[Na+]. The catalyst is C(O)(=O)C.C(#N)C. The product is [CH:26]1([NH:30][CH2:14][C:13]2[C:9]([C:7]([NH:6][CH:1]3[CH2:5][CH2:4][CH2:3][CH2:2]3)=[O:8])=[N:10][O:11][C:12]=2[C:16]2[CH:21]=[CH:20][C:19]([C:22]([F:25])([F:23])[F:24])=[CH:18][CH:17]=2)[CH2:29][CH2:28][CH2:27]1. The yield is 0.200. (3) The reactants are [Cl:1][C:2]1[N:3]=[C:4](Cl)[C:5]2[CH2:10][CH2:9][CH:8]([C:11]3[CH:16]=[CH:15][C:14]([F:17])=[CH:13][CH:12]=3)[C:6]=2[N:7]=1.[CH2:19]([CH:21]1[CH2:25][CH2:24][CH2:23][NH:22]1)[CH3:20]. No catalyst specified. The product is [Cl:1][C:2]1[N:3]=[C:4]([N:22]2[CH2:23][CH2:24][CH2:25][CH:21]2[CH2:19][CH3:20])[C:5]2[CH2:10][CH2:9][CH:8]([C:11]3[CH:16]=[CH:15][C:14]([F:17])=[CH:13][CH:12]=3)[C:6]=2[N:7]=1. The yield is 0.320. (4) The reactants are [C:1]([O:5][C:6](N1CC[C@H](O)C1)=[O:7])([CH3:4])([CH3:3])[CH3:2].[Br:14][C:15]1[CH:16]=[N:17][C:18]([Cl:22])=[C:19]([OH:21])[CH:20]=1.[C:23]1(P([C:24]2[CH:23]=CC=[CH:26][CH:25]=2)[C:24]2[CH:23]=CC=[CH:26][CH:25]=2)C=C[CH:26]=[CH:25][CH:24]=1.[N:42](C(OCC)=O)=NC(OCC)=O. The catalyst is ClCCl. The product is [C:1]([O:5][C:6]([N:17]1[C:18]([Cl:22])=[C:19]([O:21][C@@H:24]2[CH2:25][CH2:26][NH:42][CH2:23]2)[CH:20]=[C:15]([Br:14])[CH2:16]1)=[O:7])([CH3:4])([CH3:2])[CH3:3]. The yield is 0.940. (5) The reactants are [N+:1]([C:4]1[CH:8]=[CH:7][NH:6][N:5]=1)([O-:3])=[O:2].[H-].[Na+].Br[CH2:12][C:13]1[CH:18]=[CH:17][C:16]([S:19]([CH3:22])(=[O:21])=[O:20])=[CH:15][CH:14]=1. The catalyst is CN(C)C=O. The product is [CH3:22][S:19]([C:16]1[CH:17]=[CH:18][C:13]([CH2:12][N:6]2[CH:7]=[CH:8][C:4]([N+:1]([O-:3])=[O:2])=[N:5]2)=[CH:14][CH:15]=1)(=[O:20])=[O:21]. The yield is 0.550. (6) The reactants are Br[CH:2]([C:7]1[CH:8]=[C:9]([Cl:15])[C:10]([Cl:14])=[C:11]([Cl:13])[CH:12]=1)[C:3]([F:6])([F:5])[F:4].[CH:16]([C:18]1[CH:19]=[C:20]2[C:24](=[CH:25][CH:26]=1)[C:23](=[O:27])[CH2:22][CH2:21]2)=[CH2:17].N1C=CC=CC=1C1C=CC=CN=1. The catalyst is ClC1C=CC=CC=1Cl.Cl[Cu]. The product is [F:4][C:3]([F:6])([F:5])[CH:2]([C:7]1[CH:8]=[C:9]([Cl:15])[C:10]([Cl:14])=[C:11]([Cl:13])[CH:12]=1)/[CH:17]=[CH:16]/[C:18]1[CH:19]=[C:20]2[C:24](=[CH:25][CH:26]=1)[C:23](=[O:27])[CH2:22][CH2:21]2. The yield is 0.250. (7) The catalyst is O1CCCC1. The product is [CH3:1][N:2]([C:11]1[CH:12]=[CH:13][CH:14]=[C:15]2[C:19]=1[NH:18][C:17]([C:20]1[S:21][C:22]3([CH2:29][CH2:28][N:27]([S:31]([CH3:30])(=[O:33])=[O:32])[CH2:26][CH2:25]3)[CH2:23][N:24]=1)=[CH:16]2)[S:3]([C:6]1[S:7][CH:8]=[CH:9][CH:10]=1)(=[O:4])=[O:5]. The yield is 0.360. The reactants are [CH3:1][N:2]([C:11]1[CH:12]=[CH:13][CH:14]=[C:15]2[C:19]=1[NH:18][C:17]([C:20]1[S:21][C:22]3([CH2:29][CH2:28][NH:27][CH2:26][CH2:25]3)[CH2:23][N:24]=1)=[CH:16]2)[S:3]([C:6]1[S:7][CH:8]=[CH:9][CH:10]=1)(=[O:5])=[O:4].[CH3:30][S:31](Cl)(=[O:33])=[O:32].C(N(CC)CC)C.